Dataset: Catalyst prediction with 721,799 reactions and 888 catalyst types from USPTO. Task: Predict which catalyst facilitates the given reaction. (1) Reactant: CC(C)([O-])C.[K+].[CH2:7]([NH2:12])[CH2:8][CH2:9][CH2:10][CH3:11].C[O:14][C:15]([C:17]1[N:18]=[CH:19][C:20]([N:23]2[CH2:28][CH2:27][N:26]([C:29](=[O:40])[C:30]3[CH:35]=[CH:34][CH:33]=[CH:32][C:31]=3[C:36]([F:39])([F:38])[F:37])[CH2:25][CH2:24]2)=[N:21][CH:22]=1)=O. Product: [CH2:7]([NH:12][C:15]([C:17]1[N:18]=[CH:19][C:20]([N:23]2[CH2:24][CH2:25][N:26]([C:29](=[O:40])[C:30]3[CH:35]=[CH:34][CH:33]=[CH:32][C:31]=3[C:36]([F:39])([F:38])[F:37])[CH2:27][CH2:28]2)=[N:21][CH:22]=1)=[O:14])[CH2:8][CH2:9][CH2:10][CH3:11]. The catalyst class is: 6. (2) Reactant: [O:1]=[C:2]1[CH2:11][CH2:10][C:9]2[C:4](=[CH:5][C:6]([O:12][CH2:13][CH2:14][CH2:15][CH2:16][N:17]3[CH2:22][CH2:21][N:20]([C:23]4[C:31]5[CH:30]=[C:29]([C:32]([O:34]CC)=[O:33])[S:28][C:27]=5[CH:26]=[CH:25][CH:24]=4)[CH2:19][CH2:18]3)=[CH:7][CH:8]=2)[NH:3]1.O.[OH-].[Li+]. Product: [O:1]=[C:2]1[CH2:11][CH2:10][C:9]2[C:4](=[CH:5][C:6]([O:12][CH2:13][CH2:14][CH2:15][CH2:16][N:17]3[CH2:22][CH2:21][N:20]([C:23]4[C:31]5[CH:30]=[C:29]([C:32]([OH:34])=[O:33])[S:28][C:27]=5[CH:26]=[CH:25][CH:24]=4)[CH2:19][CH2:18]3)=[CH:7][CH:8]=2)[NH:3]1. The catalyst class is: 5.